Predict the product of the given reaction. From a dataset of Forward reaction prediction with 1.9M reactions from USPTO patents (1976-2016). (1) Given the reactants N1CCC(C2C=CC3OCCC4N(N=C(C5N(CC(F)(F)F)N=CN=5)C=4)C=3C=2)CC1.C(OC([N:38]1[CH2:43][CH:42]=[C:41]([C:44]2[CH:45]=[CH:46][C:47]3[O:56][CH2:55][CH2:54][C:53]4[C:49](=[N:50][N:51]([C:57]5[N:58]([C:62]6[CH:67]=[CH:66][CH:65]=[CH:64][C:63]=6[Cl:68])[N:59]=[CH:60][N:61]=5)[CH:52]=4)[C:48]=3[CH:69]=2)[CH2:40][CH2:39]1)=O)(C)(C)C, predict the reaction product. The product is: [Cl:68][C:63]1[CH:64]=[CH:65][CH:66]=[CH:67][C:62]=1[N:58]1[C:57]([N:51]2[N:50]=[C:49]3[C:53]([CH2:54][CH2:55][O:56][C:47]4[CH:46]=[CH:45][C:44]([CH:41]5[CH2:42][CH2:43][NH:38][CH2:39][CH2:40]5)=[CH:69][C:48]=43)=[CH:52]2)=[N:61][CH:60]=[N:59]1. (2) Given the reactants F[C:2](F)(F)[C:3](O)=O.[CH:8]1([N:14]([CH2:33][C:34]2C=N[C:37]([N:40]3[CH:44]=[C:43]([C:45]([F:48])([F:47])[F:46])[CH:42]=[N:41]3)=[CH:38][CH:39]=2)[C:15]2[N:32]=[CH:31][CH:30]=[CH:29][C:16]=2[C:17]([NH:19][CH2:20][CH2:21][C:22]([O:24]C(C)(C)C)=[O:23])=[O:18])[CH2:13][CH2:12][CH2:11][CH2:10][CH2:9]1, predict the reaction product. The product is: [CH:8]1([N:14]([CH2:33][C:34]2[CH:39]=[CH:38][C:37]([N:40]3[CH:44]=[C:43]([C:45]([F:48])([F:46])[F:47])[CH:42]=[N:41]3)=[CH:3][CH:2]=2)[C:15]2[N:32]=[CH:31][CH:30]=[CH:29][C:16]=2[C:17]([NH:19][CH2:20][CH2:21][C:22]([OH:24])=[O:23])=[O:18])[CH2:9][CH2:10][CH2:11][CH2:12][CH2:13]1. (3) Given the reactants [C:1]([C:4]1[CH:5]=[CH:6][CH:7]=[C:8]2[C:13]=1[N:12]=[C:11]([N:14]([C:19]1[CH:24]=[CH:23][CH:22]=[CH:21][CH:20]=1)[C:15](=[O:18])[O:16][CH3:17])[CH:10]=[CH:9]2)(=[O:3])[CH3:2].CCN(CC)CC.[Si](OS(C(F)(F)F)(=O)=O)(C(C)(C)C)(C)C.O.[Br:48]Br, predict the reaction product. The product is: [Br:48][CH2:2][C:1]([C:4]1[CH:5]=[CH:6][CH:7]=[C:8]2[C:13]=1[N:12]=[C:11]([N:14]([C:19]1[CH:24]=[CH:23][CH:22]=[CH:21][CH:20]=1)[C:15](=[O:18])[O:16][CH3:17])[CH:10]=[CH:9]2)=[O:3]. (4) Given the reactants Cl[C:2]1[CH:7]=[C:6]([CH3:8])[N:5]=[C:4]([C:9]2[CH:14]=[CH:13][CH:12]=[CH:11][N:10]=2)[N:3]=1.[CH3:15][O:16][C:17]1[C:18]([NH2:23])=[CH:19][CH:20]=[CH:21][CH:22]=1, predict the reaction product. The product is: [CH3:15][O:16][C:17]1[CH:22]=[CH:21][CH:20]=[CH:19][C:18]=1[NH:23][C:2]1[CH:7]=[C:6]([CH3:8])[N:5]=[C:4]([C:9]2[CH:14]=[CH:13][CH:12]=[CH:11][N:10]=2)[N:3]=1. (5) Given the reactants Cl[C:2]1[N:7]=[C:6]([CH3:8])[N:5]=[C:4]([NH2:9])[CH:3]=1.[F:10][C:11]1[C:16](B(O)O)=[CH:15][CH:14]=[CH:13][N:12]=1.ClCCl.C([O-])([O-])=O.[Na+].[Na+], predict the reaction product. The product is: [F:10][C:11]1[C:16]([C:2]2[N:7]=[C:6]([CH3:8])[N:5]=[C:4]([NH2:9])[CH:3]=2)=[CH:15][CH:14]=[CH:13][N:12]=1. (6) Given the reactants [C:1]1([C:29]2[CH:34]=[CH:33][CH:32]=[CH:31][CH:30]=2)[CH:6]=[CH:5][C:4]([NH:7][C:8](=[O:28])[C:9]2[CH:14]=[CH:13][C:12]([S:15]([CH3:17])=[O:16])=[C:11]([NH:18][C:19](=[O:27])[CH2:20][N:21]3[CH2:26][CH2:25][O:24][CH2:23][CH2:22]3)[CH:10]=2)=[CH:3][CH:2]=1.[OH:35]OS([O-])=O.[K+].ClCCl.S([O-])(O)=O.[Na+], predict the reaction product. The product is: [C:1]1([C:29]2[CH:30]=[CH:31][CH:32]=[CH:33][CH:34]=2)[CH:2]=[CH:3][C:4]([NH:7][C:8](=[O:28])[C:9]2[CH:14]=[CH:13][C:12]([S:15]([CH3:17])(=[O:35])=[O:16])=[C:11]([NH:18][C:19](=[O:27])[CH2:20][N:21]3[CH2:26][CH2:25][O:24][CH2:23][CH2:22]3)[CH:10]=2)=[CH:5][CH:6]=1. (7) Given the reactants [NH2:1][C:2]1[CH:27]=[CH:26][C:5]([O:6][C:7]2[C:8]3[N:15]([CH2:16][CH2:17][NH:18][C:19](=[O:25])[O:20][C:21]([CH3:24])([CH3:23])[CH3:22])[CH:14]=[CH:13][C:9]=3[N:10]=[CH:11][N:12]=2)=[CH:4][C:3]=1[Cl:28].C(N(CC)CC)C.[F:36][C:37]([F:48])([F:47])[C:38]1[CH:39]=[C:40]([N:44]=[C:45]=[O:46])[CH:41]=[CH:42][CH:43]=1, predict the reaction product. The product is: [C:21]([O:20][C:19](=[O:25])[NH:18][CH2:17][CH2:16][N:15]1[C:8]2[C:7]([O:6][C:5]3[CH:26]=[CH:27][C:2]([NH:1][C:45]([NH:44][C:40]4[CH:41]=[CH:42][CH:43]=[C:38]([C:37]([F:36])([F:47])[F:48])[CH:39]=4)=[O:46])=[C:3]([Cl:28])[CH:4]=3)=[N:12][CH:11]=[N:10][C:9]=2[CH:13]=[CH:14]1)([CH3:22])([CH3:23])[CH3:24]. (8) The product is: [NH2:1][C:4]1[CH:12]=[C:11]([C:13]2[C:18]([C:19]([F:22])([F:20])[F:21])=[CH:17][CH:16]=[CH:15][N:14]=2)[CH:10]=[CH:9][C:5]=1[C:6]([NH2:8])=[O:7]. Given the reactants [N+:1]([C:4]1[CH:12]=[C:11]([C:13]2[C:18]([C:19]([F:22])([F:21])[F:20])=[CH:17][CH:16]=[CH:15][N:14]=2)[CH:10]=[CH:9][C:5]=1[C:6]([NH2:8])=[O:7])([O-])=O, predict the reaction product. (9) Given the reactants [CH2:1]([O:8][C:9]([N:11]1[CH2:16][CH2:15][CH2:14][C@@H:13]([C:17]2[N:21]3[CH:22]=[CH:23][N:24]=[C:25]([NH:26][CH2:27][C:28]4[CH:33]=[CH:32][C:31]([O:34][CH3:35])=[CH:30][C:29]=4[O:36][CH3:37])[C:20]3=[C:19](Br)[N:18]=2)[CH2:12]1)=[O:10])[C:2]1[CH:7]=[CH:6][CH:5]=[CH:4][CH:3]=1.[F:39][C:40]1[CH:41]=[C:42]([CH:45]=[CH:46][C:47]=1B1OC(C)(C)C(C)(C)O1)[C:43]#[N:44].C([O-])([O-])=O.[Na+].[Na+], predict the reaction product. The product is: [CH2:1]([O:8][C:9]([N:11]1[CH2:16][CH2:15][CH2:14][C@@H:13]([C:17]2[N:21]3[CH:22]=[CH:23][N:24]=[C:25]([NH:26][CH2:27][C:28]4[CH:33]=[CH:32][C:31]([O:34][CH3:35])=[CH:30][C:29]=4[O:36][CH3:37])[C:20]3=[C:19]([C:47]3[CH:46]=[CH:45][C:42]([C:43]#[N:44])=[CH:41][C:40]=3[F:39])[N:18]=2)[CH2:12]1)=[O:10])[C:2]1[CH:7]=[CH:6][CH:5]=[CH:4][CH:3]=1.